From a dataset of Forward reaction prediction with 1.9M reactions from USPTO patents (1976-2016). Predict the product of the given reaction. (1) Given the reactants C[N:2]1[CH2:7][CH2:6][CH:5]([C:8]2[C:17]3[C:12](=[CH:13][CH:14]=[CH:15][CH:16]=3)[C:11]([C:18]([O:20][CH3:21])=[O:19])=[CH:10][CH:9]=2)[CH2:4][CH2:3]1.C(N(C(C)C)C(C)C)C.ClC(OC(Cl)C)=O, predict the reaction product. The product is: [NH:2]1[CH2:3][CH2:4][CH:5]([C:8]2[C:17]3[C:12](=[CH:13][CH:14]=[CH:15][CH:16]=3)[C:11]([C:18]([O:20][CH3:21])=[O:19])=[CH:10][CH:9]=2)[CH2:6][CH2:7]1. (2) Given the reactants F[B-](F)(F)F.N1(OC(N(C)C)=[N+](C)C)C2C=CC=CC=2N=N1.CN1CCOCC1.[CH3:30][C:31]1[C:35]([C:36]([OH:38])=O)=[C:34]([CH3:39])[O:33][N:32]=1.[N:40]1[C:49]2[NH:48][CH2:47][CH2:46][CH2:45][C:44]=2[CH:43]=[CH:42][C:41]=1[CH2:50][CH2:51][CH2:52][C:53]1[S:57][C:56]([CH2:58][C@@H:59]([C:61]([O:63]C)=[O:62])[NH2:60])=[CH:55][CH:54]=1.[OH-].[Na+], predict the reaction product. The product is: [CH3:30][C:31]1[C:35]([C:36]([NH:60][C@H:59]([C:61]([OH:63])=[O:62])[CH2:58][C:56]2[S:57][C:53]([CH2:52][CH2:51][CH2:50][C:41]3[CH:42]=[CH:43][C:44]4[CH2:45][CH2:46][CH2:47][NH:48][C:49]=4[N:40]=3)=[CH:54][CH:55]=2)=[O:38])=[C:34]([CH3:39])[O:33][N:32]=1.